From a dataset of Full USPTO retrosynthesis dataset with 1.9M reactions from patents (1976-2016). Predict the reactants needed to synthesize the given product. (1) Given the product [Cl:11][C:8]1[CH:9]=[C:10]2[C:2]([C:21]3[CH:22]=[CH:23][C:24]([NH:27][C:28](=[O:34])[O:29][C:30]([CH3:32])([CH3:31])[CH3:33])=[CH:25][CH:26]=3)=[CH:3][N:4]([CH3:12])[C:5]2=[CH:6][N:7]=1, predict the reactants needed to synthesize it. The reactants are: Br[C:2]1[C:10]2[C:5](=[CH:6][N:7]=[C:8]([Cl:11])[CH:9]=2)[N:4]([CH3:12])[CH:3]=1.CC1(C)C(C)(C)OB([C:21]2[CH:26]=[CH:25][C:24]([NH:27][C:28](=[O:34])[O:29][C:30]([CH3:33])([CH3:32])[CH3:31])=[CH:23][CH:22]=2)O1.C([O-])([O-])=O.[Cs+].[Cs+].O. (2) Given the product [CH3:1][C:2]1[CH:7]=[CH:6][C:5]([C:8]2[CH2:13][CH2:12][CH2:11][CH2:10][C:9]=2[C:14]([NH:16][C:17]2[CH:22]=[N:21][C:20]([NH:23][CH2:31][CH2:32][N:33]3[CH:37]=[CH:36][CH:35]=[N:34]3)=[CH:19][CH:18]=2)=[O:15])=[CH:4][CH:3]=1, predict the reactants needed to synthesize it. The reactants are: [CH3:1][C:2]1[CH:7]=[CH:6][C:5]([C:8]2[CH2:13][CH2:12][CH2:11][CH2:10][C:9]=2[C:14]([NH:16][C:17]2[CH:18]=[CH:19][C:20]([N:23]([CH2:31][CH2:32][N:33]3[CH:37]=[CH:36][CH:35]=[N:34]3)C(=O)OC(C)(C)C)=[N:21][CH:22]=2)=[O:15])=[CH:4][CH:3]=1.FC(F)(F)C(O)=O.